This data is from Forward reaction prediction with 1.9M reactions from USPTO patents (1976-2016). The task is: Predict the product of the given reaction. Given the reactants [CH:1]1[C:9]2[C:8]3[CH2:10][CH2:11][CH2:12][CH2:13][CH2:14][CH2:15][C:7]=3[O:6][C:5]=2[CH:4]=[CH:3][C:2]=1[NH2:16].[C:17]1([CH3:26])[CH:22]=[CH:21][CH:20]=[C:19]([C:23](Cl)=[O:24])[CH:18]=1, predict the reaction product. The product is: [CH:1]1[C:9]2[C:8]3[CH2:10][CH2:11][CH2:12][CH2:13][CH2:14][CH2:15][C:7]=3[O:6][C:5]=2[CH:4]=[CH:3][C:2]=1[NH:16][C:23](=[O:24])[C:19]1[CH:20]=[CH:21][CH:22]=[C:17]([CH3:26])[CH:18]=1.